This data is from Full USPTO retrosynthesis dataset with 1.9M reactions from patents (1976-2016). The task is: Predict the reactants needed to synthesize the given product. (1) The reactants are: [CH2:1]([O:3][C:4]([N:6]1[CH2:11][CH2:10][N:9]([C:12](=[O:58])[C@@H:13]([NH:23][C:24]([C:26]2[CH:30]=[C:29]([O:31][CH2:32][C:33]([N:35]3[CH2:39][CH2:38][CH2:37][C@H:36]3[C:40]([O:42]CC3C=CC=CC=3)=[O:41])=[O:34])[N:28]([C:50]3[CH:55]=[CH:54][C:53]([F:56])=[C:52]([F:57])[CH:51]=3)[N:27]=2)=[O:25])[CH2:14][CH2:15][C:16]([O:18][C:19]([CH3:22])([CH3:21])[CH3:20])=[O:17])[CH2:8][CH2:7]1)=[O:5])[CH3:2]. Given the product [CH2:1]([O:3][C:4]([N:6]1[CH2:11][CH2:10][N:9]([C:12](=[O:58])[C@@H:13]([NH:23][C:24]([C:26]2[CH:30]=[C:29]([O:31][CH2:32][C:33]([N:35]3[CH2:39][CH2:38][CH2:37][C@H:36]3[C:40]([OH:42])=[O:41])=[O:34])[N:28]([C:50]3[CH:55]=[CH:54][C:53]([F:56])=[C:52]([F:57])[CH:51]=3)[N:27]=2)=[O:25])[CH2:14][CH2:15][C:16]([O:18][C:19]([CH3:22])([CH3:21])[CH3:20])=[O:17])[CH2:8][CH2:7]1)=[O:5])[CH3:2], predict the reactants needed to synthesize it. (2) Given the product [OH:2][CH2:3][C:4]1[CH:5]=[C:6]([CH:7]=[CH:30][C:32]2[N:37]=[CH:36][C:35]([N:38]3[CH2:43][CH2:42][N:41]([C:44]([O:46][C:47]([CH3:50])([CH3:49])[CH3:48])=[O:45])[CH2:40][CH2:39]3)=[CH:34][CH:33]=2)[CH:27]=[CH:28][CH:29]=1, predict the reactants needed to synthesize it. The reactants are: [Cl-].[OH:2][CH2:3][C:4]1[CH:5]=[C:6]([CH:27]=[CH:28][CH:29]=1)[CH2:7][P+](C1C=CC=CC=1)(C1C=CC=CC=1)C1C=CC=CC=1.[CH:30]([C:32]1[N:37]=[CH:36][C:35]([N:38]2[CH2:43][CH2:42][N:41]([C:44]([O:46][C:47]([CH3:50])([CH3:49])[CH3:48])=[O:45])[CH2:40][CH2:39]2)=[CH:34][CH:33]=1)=O.